From a dataset of Reaction yield outcomes from USPTO patents with 853,638 reactions. Predict the reaction yield, written as a fraction of the theoretical maximum amount of product (1.0 means a 100% yield; for example, 0.34 means a 34% yield). (1) The reactants are C([O:3][P:4]([CH2:9][CH2:10][C:11]([CH3:34])=[CH:12][CH2:13][C:14]1[C:15]([O:27]CC[Si](C)(C)C)=[C:16]2[C:20](=[C:21]([CH3:25])[C:22]=1[O:23][CH3:24])[CH2:19][O:18][C:17]2=[O:26])(=[O:8])[O:5]CC)C.C[Si](Br)(C)C.N1C(C)=CC=CC=1C. The catalyst is CN(C=O)C.C(Cl)Cl. The product is [OH:27][C:15]1[C:14]([CH2:13][CH:12]=[C:11]([CH3:34])[CH2:10][CH2:9][P:4](=[O:3])([OH:8])[OH:5])=[C:22]([O:23][CH3:24])[C:21]([CH3:25])=[C:20]2[C:16]=1[C:17](=[O:26])[O:18][CH2:19]2. The yield is 0.500. (2) The reactants are [Cl:1][C:2]1[CH:3]=[C:4]([C:8]2[C:13]([O:14][CH3:15])=[CH:12][CH:11]=[C:10]([CH2:16]O)[C:9]=2[F:18])[CH:5]=[CH:6][CH:7]=1.C1C=CC(P(C2C=CC=CC=2)C2C=CC=CC=2)=CC=1.C1C(=O)N([Br:45])C(=O)C1. The catalyst is ClCCl. The product is [Br:45][CH2:16][C:10]1[C:9]([F:18])=[C:8]([C:4]2[CH:5]=[CH:6][CH:7]=[C:2]([Cl:1])[CH:3]=2)[C:13]([O:14][CH3:15])=[CH:12][CH:11]=1. The yield is 0.640. (3) The reactants are [C:1]([O:5][C:6](=[O:34])[NH:7][C:8]([C:10]1[S:11][C:12]([S:32][CH3:33])=[C:13]([S:15]([C:18]2[CH:19]=[C:20]([C:24]3[CH:29]=[CH:28][C:27]([NH2:30])=[CH:26][C:25]=3[CH3:31])[CH:21]=[CH:22][CH:23]=2)(=[O:17])=[O:16])[CH:14]=1)=[NH:9])([CH3:4])([CH3:3])[CH3:2].C(=O)([O-])[O-].[Cs+].[Cs+].[CH2:41]([O:43][P:44]([CH2:49]OS(C(F)(F)F)(=O)=O)([O:46][CH2:47][CH3:48])=[O:45])[CH3:42]. The catalyst is CN(C)C(=O)C. The product is [CH2:41]([O:43][P:44]([CH2:49][NH:30][C:27]1[CH:28]=[CH:29][C:24]([C:20]2[CH:21]=[CH:22][CH:23]=[C:18]([S:15]([C:13]3[CH:14]=[C:10]([C:8]([NH:7][C:6]([O:5][C:1]([CH3:4])([CH3:3])[CH3:2])=[O:34])=[NH:9])[S:11][C:12]=3[S:32][CH3:33])(=[O:17])=[O:16])[CH:19]=2)=[C:25]([CH3:31])[CH:26]=1)(=[O:45])[O:46][CH2:47][CH3:48])[CH3:42]. The yield is 0.980. (4) The reactants are Br[C:2]1[CH:7]=[CH:6][C:5]([C:8]2[N:9]([CH2:14][C@@H:15]3[CH2:19][CH2:18][N:17]([C:20]([CH:22]4[CH2:24][CH2:23]4)=[O:21])[CH2:16]3)[C:10](=[O:13])[NH:11][N:12]=2)=[CH:4][C:3]=1[F:25].CC1(C)C(C)(C)OB([C:34]2[CH:35]=[CH:36][C:37]3[O:41][CH:40]=[CH:39][C:38]=3[CH:42]=2)O1.C([O-])([O-])=O.[Cs+].[Cs+].O1CCOCC1. The catalyst is C1C=CC([P]([Pd]([P](C2C=CC=CC=2)(C2C=CC=CC=2)C2C=CC=CC=2)([P](C2C=CC=CC=2)(C2C=CC=CC=2)C2C=CC=CC=2)[P](C2C=CC=CC=2)(C2C=CC=CC=2)C2C=CC=CC=2)(C2C=CC=CC=2)C2C=CC=CC=2)=CC=1.O. The product is [O:41]1[C:37]2[CH:36]=[CH:35][C:34]([C:2]3[CH:7]=[CH:6][C:5]([C:8]4[N:9]([CH2:14][C@@H:15]5[CH2:19][CH2:18][N:17]([C:20]([CH:22]6[CH2:24][CH2:23]6)=[O:21])[CH2:16]5)[C:10](=[O:13])[NH:11][N:12]=4)=[CH:4][C:3]=3[F:25])=[CH:42][C:38]=2[CH:39]=[CH:40]1. The yield is 0.636. (5) The reactants are [CH3:1][N:2]([CH3:22])[CH:3]1[C:11]2[C:6](=[CH:7][CH:8]=[C:9]([C:12]3[N:13]([CH3:21])[N:14]=[C:15]4[C:20]=3[CH2:19]CC[CH2:16]4)[CH:10]=2)[CH2:5][CH2:4]1.F[C:24](F)(F)S(OC1N(CC)N=C(C)C=1C)(=O)=O.CN(C)C1C2C(=CC=C(B3OC(C)(C)C(C)(C)O3)C=2)CC1.C([O-])([O-])=O.[Na+].[Na+]. The catalyst is C1(C)C=CC=CC=1.C(O)C.C1(C)C=CC=CC=1.C1C=CC([P]([Pd]([P](C2C=CC=CC=2)(C2C=CC=CC=2)C2C=CC=CC=2)([P](C2C=CC=CC=2)(C2C=CC=CC=2)C2C=CC=CC=2)[P](C2C=CC=CC=2)(C2C=CC=CC=2)C2C=CC=CC=2)(C2C=CC=CC=2)C2C=CC=CC=2)=CC=1.C(Cl)Cl.CO. The product is [CH2:21]([N:13]1[C:12]([C:9]2[CH:10]=[C:11]3[C:6]([CH2:5][CH2:4][CH:3]3[N:2]([CH3:1])[CH3:22])=[CH:7][CH:8]=2)=[C:20]([CH3:19])[C:15]([CH3:16])=[N:14]1)[CH3:24]. The yield is 0.0250. (6) The reactants are O[CH2:2][C:3]1[C:8]2[CH2:9][C:10]([CH3:13])([CH3:12])[O:11][C:7]=2[C:6]([O:14][CH3:15])=[CH:5][CH:4]=1.C(N(C(C)C)CC)(C)C.CS(Cl)(=O)=O.[SH:30][C:31]1[CH:36]=[CH:35][N:34]=[CH:33][CH:32]=1. The catalyst is C(Cl)Cl.O. The product is [CH3:15][O:14][C:6]1[C:7]2[O:11][C:10]([CH3:13])([CH3:12])[CH2:9][C:8]=2[C:3]([CH2:2][S:30][C:31]2[CH:36]=[CH:35][N:34]=[CH:33][CH:32]=2)=[CH:4][CH:5]=1. The yield is 0.483. (7) The reactants are [NH:1]1[C:9]2[C:4](=[CH:5][CH:6]=[CH:7][CH:8]=2)[CH:3]=[C:2]1[C:10]([CH3:17])([CH3:16])[C:11]([O:13][CH2:14][CH3:15])=[O:12].[N+:18]([O-])([O-:20])=[O:19].[Na+]. The catalyst is S(=O)(=O)(O)O. The product is [CH3:17][C:10]([C:2]1[NH:1][C:9]2[C:4]([CH:3]=1)=[CH:5][C:6]([N+:18]([O-:20])=[O:19])=[CH:7][CH:8]=2)([CH3:16])[C:11]([O:13][CH2:14][CH3:15])=[O:12]. The yield is 0.570. (8) The yield is 0.430. The reactants are C1(C)C=CC(S(O[CH2:11][CH2:12][CH:13]2[CH2:18][CH2:17][N:16]([C:19]([O:21][C:22]([CH3:25])([CH3:24])[CH3:23])=[O:20])[CH2:15][CH2:14]2)(=O)=O)=CC=1.C(OCC)(=O)[CH2:28][C:29]([O:31][CH2:32][CH3:33])=[O:30].[O-]CC.[Na+].[Cl-].[NH4+].[Cl-].[Li+].O. The catalyst is C(O)C. The product is [CH2:32]([O:31][C:29]([CH2:28][CH2:11][CH2:12][CH:13]1[CH2:14][CH2:15][N:16]([C:19]([O:21][C:22]([CH3:23])([CH3:24])[CH3:25])=[O:20])[CH2:17][CH2:18]1)=[O:30])[CH3:33].